Predict the reaction yield, written as a fraction of the theoretical maximum amount of product (1.0 means a 100% yield; for example, 0.34 means a 34% yield). From a dataset of Reaction yield outcomes from USPTO patents with 853,638 reactions. (1) The reactants are Cl.[CH3:2][O:3][C:4](=[O:16])[C@H:5]([CH2:7][CH2:8][C:9]1[CH:14]=[CH:13][C:12]([OH:15])=[CH:11][CH:10]=1)[NH2:6].CCN(C(C)C)C(C)C.[C:26](=O)([O:37][CH2:38][C:39]1[CH:44]=[CH:43][N:42]=[CH:41][CH:40]=1)[O:27]C1C=CC([N+]([O-])=O)=CC=1. The catalyst is CN(C=O)C.CN(C1C=CN=CC=1)C. The product is [CH3:2][O:3][C:4]([C@@H:5]([NH:6][C:26](=[O:27])[O:37][CH2:38][C:39]1[CH:44]=[CH:43][N:42]=[CH:41][CH:40]=1)[CH2:7][CH2:8][C:9]1[CH:10]=[CH:11][C:12]([OH:15])=[CH:13][CH:14]=1)=[O:16]. The yield is 0.560. (2) The reactants are [CH:1]1([C:4]2[NH:8][N:7]=[C:6]([NH:9][C:10]3[C:15]([N+:16]([O-:18])=[O:17])=[CH:14][CH:13]=[C:12](F)[C:11]=3[F:20])[CH:5]=2)[CH2:3][CH2:2]1.[F:21][C:22]1[CH:27]=[CH:26][C:25]([C@@H:28]([NH2:30])[CH3:29])=[CH:24][CH:23]=1.CCN(C(C)C)C(C)C. The catalyst is CCCCO. The product is [CH:1]1([C:4]2[NH:8][N:7]=[C:6]([NH:9][C:10]3[C:11]([F:20])=[C:12]([NH:30][C@H:28]([C:25]4[CH:26]=[CH:27][C:22]([F:21])=[CH:23][CH:24]=4)[CH3:29])[CH:13]=[CH:14][C:15]=3[N+:16]([O-:18])=[O:17])[CH:5]=2)[CH2:3][CH2:2]1. The yield is 0.700.